From a dataset of Catalyst prediction with 721,799 reactions and 888 catalyst types from USPTO. Predict which catalyst facilitates the given reaction. Reactant: [Br:1][C:2]1[NH:6][C:5]2[CH:7]=[C:8]([C:10]([O:12][CH3:13])=[O:11])[S:9][C:4]=2[C:3]=1[CH:14]1[CH2:19][CH2:18][CH2:17][CH2:16][CH2:15]1.[H-].[Na+].Br[CH2:23][C:24]([O:26][C:27]([CH3:30])([CH3:29])[CH3:28])=[O:25]. Product: [Br:1][C:2]1[N:6]([CH2:23][C:24]([O:26][C:27]([CH3:30])([CH3:29])[CH3:28])=[O:25])[C:5]2[CH:7]=[C:8]([C:10]([O:12][CH3:13])=[O:11])[S:9][C:4]=2[C:3]=1[CH:14]1[CH2:19][CH2:18][CH2:17][CH2:16][CH2:15]1. The catalyst class is: 861.